Task: Predict the reactants needed to synthesize the given product.. Dataset: Full USPTO retrosynthesis dataset with 1.9M reactions from patents (1976-2016) (1) Given the product [ClH:1].[CH3:2][O:3][C:4]1[CH:5]=[C:6](/[C:12](=[CH:15]/[C:16]2[S:17][C:18]([N:21]3[CH2:26][CH2:25][CH2:24][CH2:23][CH2:22]3)=[CH:19][CH:20]=2)/[C:13]#[N:14])[CH:7]=[CH:8][C:9]=1[O:10][CH3:11], predict the reactants needed to synthesize it. The reactants are: [ClH:1].[CH3:2][O:3][C:4]1[CH:5]=[C:6](/[C:12](=[CH:15]/[C:16]2[S:17][C:18]([N:21]3[CH2:26][CH2:25][CH2:24][CH2:23][CH2:22]3)=[CH:19][CH:20]=2)/[C:13]#[N:14])[CH:7]=[CH:8][C:9]=1[O:10][CH3:11]. (2) Given the product [F:8][C:5]1[N:6]=[CH:7][C:2]([C:15]([OH:16])([CH3:17])[CH3:14])=[CH:3][CH:4]=1, predict the reactants needed to synthesize it. The reactants are: Br[C:2]1[CH:3]=[CH:4][C:5]([F:8])=[N:6][CH:7]=1.[Li]CCCC.[CH3:14][C:15]([CH3:17])=[O:16]. (3) Given the product [I:13][C:2]1[CH:3]=[C:4]2[C:9](=[CH:10][CH:11]=1)[C:8](=[O:12])[N:7]([C:23]1[CH:24]=[CH:25][CH:26]=[CH:29][N:28]=1)[CH2:6][CH2:5]2, predict the reactants needed to synthesize it. The reactants are: Br[C:2]1[CH:3]=[C:4]2[C:9](=[CH:10][CH:11]=1)[C:8](=[O:12])[NH:7][CH2:6][CH2:5]2.[I:13]C1C=CC=CN=1.CN[C@@H]1C[CH2:26][CH2:25][CH2:24][C@H:23]1[NH:28][CH3:29].P([O-])([O-])([O-])=O.[K+].[K+].[K+]. (4) Given the product [CH3:1][C:2]1[CH:10]=[CH:9][C:5]([C:6]([NH:30][C:31]2[CH:32]=[N:33][O:34][C:35]=2[CH3:36])=[O:7])=[CH:4][C:3]=1[N:11]1[C:20](=[O:21])[C:19]2[C:14](=[CH:15][CH:16]=[C:17]([N:22]3[CH2:27][CH2:26][N:25]([CH3:28])[CH2:24][CH2:23]3)[CH:18]=2)[N:13]=[CH:12]1, predict the reactants needed to synthesize it. The reactants are: [CH3:1][C:2]1[CH:10]=[CH:9][C:5]([C:6](O)=[O:7])=[CH:4][C:3]=1[N:11]1[C:20](=[O:21])[C:19]2[C:14](=[CH:15][CH:16]=[C:17]([N:22]3[CH2:27][CH2:26][N:25]([CH3:28])[CH2:24][CH2:23]3)[CH:18]=2)[N:13]=[CH:12]1.Cl.[NH2:30][C:31]1[CH:32]=[N:33][O:34][C:35]=1[CH3:36].CN(C(ON1N=NC2C=CC=NC1=2)=[N+](C)C)C.F[P-](F)(F)(F)(F)F.C(N(CC)CC)C. (5) The reactants are: [CH2:1]([N:13]1[C:21]2[CH:20]=[CH:19][CH:18]=[CH:17][C:16]=2[C:15]2[N:22]=[C:23]([S:33][CH2:34][C:35](O)=[O:36])[N:24]([C:27]3[CH:32]=[CH:31][CH:30]=[CH:29][CH:28]=3)[C:25](=[O:26])[C:14]1=2)[CH2:2][CH2:3][CH2:4][CH2:5][CH2:6][CH2:7][CH2:8][CH2:9][CH2:10][CH2:11][CH3:12].CN(C(ON1N=NC2C=CC=NC1=2)=[N+](C)C)C.F[P-](F)(F)(F)(F)F.C(N(CC)CC)C.[CH:69]1([NH2:75])[CH2:74][CH2:73][CH2:72][CH2:71][CH2:70]1. Given the product [CH:69]1([NH:75][C:35](=[O:36])[CH2:34][S:33][C:23]2[N:24]([C:27]3[CH:28]=[CH:29][CH:30]=[CH:31][CH:32]=3)[C:25](=[O:26])[C:14]3[N:13]([CH2:1][CH2:2][CH2:3][CH2:4][CH2:5][CH2:6][CH2:7][CH2:8][CH2:9][CH2:10][CH2:11][CH3:12])[C:21]4[CH:20]=[CH:19][CH:18]=[CH:17][C:16]=4[C:15]=3[N:22]=2)[CH2:74][CH2:73][CH2:72][CH2:71][CH2:70]1, predict the reactants needed to synthesize it. (6) Given the product [CH:6]1[N:14]([C@H:15]2[CH:19]=[CH:18][C@@H:17]([CH2:20][OH:21])[CH2:16]2)[C:13]2[N:12]=[C:11]([NH2:22])[N:10]=[C:9]([NH:23][CH:24]3[CH2:25][CH2:26]3)[C:8]=2[N:7]=1, predict the reactants needed to synthesize it. The reactants are: S([O-])([O-])(=O)=O.[CH:6]1[N:14]([C@H:15]2[CH:19]=[CH:18][C@@H:17]([CH2:20][OH:21])[CH2:16]2)[C:13]2[N:12]=[C:11]([NH2:22])[N:10]=[C:9]([NH:23][CH:24]3[CH2:26][CH2:25]3)[C:8]=2[N:7]=1.OS(O)(=O)=O. (7) Given the product [Cl:1][C:2]1[CH:3]=[C:4]([N:9]2[C:13]([C:14]3[CH:15]=[N:16][CH:17]=[C:18]([F:20])[CH:19]=3)=[CH:12][C:11]([C:21]([N:46]3[CH2:44][CH2:47][NH:48][C:49](=[O:51])[CH2:50]3)=[O:22])=[N:10]2)[CH:5]=[CH:6][C:7]=1[F:8], predict the reactants needed to synthesize it. The reactants are: [Cl:1][C:2]1[CH:3]=[C:4]([N:9]2[C:13]([C:14]3[CH:15]=[N:16][CH:17]=[C:18]([F:20])[CH:19]=3)=[CH:12][C:11]([C:21](O)=[O:22])=[N:10]2)[CH:5]=[CH:6][C:7]=1[F:8].ClC1C=C(N2C(C3C=NC=C(F)C=3)=CC([C:44]([N:46]3[CH2:50][C:49](=[O:51])[NH:48][CH2:47]3)=O)=N2)C=CC=1F.O=C1CNCCN1. (8) Given the product [OH:21][C:19]1[CH:18]=[C:7]([CH:6]=[C:5]([O:4][CH:2]([CH3:3])[CH3:1])[CH:20]=1)[C:8]([NH:10][C:11]1[CH:16]=[N:15][C:14]([CH3:17])=[CH:13][N:12]=1)=[O:9], predict the reactants needed to synthesize it. The reactants are: [CH3:1][CH:2]([O:4][C:5]1[CH:6]=[C:7]([CH:18]=[C:19]([O:21]CC2C=CC=CC=2)[CH:20]=1)[C:8]([NH:10][C:11]1[CH:16]=[N:15][C:14]([CH3:17])=[CH:13][N:12]=1)=[O:9])[CH3:3]. (9) Given the product [C:2]1([C:28]2[CH:33]=[CH:32][CH:31]=[CH:30][CH:29]=2)[CH:7]=[CH:6][C:5]([C@@H:8]2[CH2:27][CH2:26][CH2:25][C@:9]32[N:13]([CH3:14])[C:12](=[O:15])[N:11]([C:16]2[CH:21]=[C:20]([Cl:22])[CH:19]=[C:18]([Cl:23])[CH:17]=2)[C:10]3=[O:24])=[CH:4][CH:3]=1, predict the reactants needed to synthesize it. The reactants are: Br[C:2]1[CH:7]=[CH:6][C:5]([C@@H:8]2[CH2:27][CH2:26][CH2:25][C@:9]32[N:13]([CH3:14])[C:12](=[O:15])[N:11]([C:16]2[CH:21]=[C:20]([Cl:22])[CH:19]=[C:18]([Cl:23])[CH:17]=2)[C:10]3=[O:24])=[CH:4][CH:3]=1.[C:28]1(B(O)O)[CH:33]=[CH:32][CH:31]=[CH:30][CH:29]=1.C([O-])([O-])=O.[K+].[K+]. (10) Given the product [CH3:31][C@H:28]1[CH2:29][CH2:30][C@H:25]([N:16]([CH2:17][CH2:18][C:35](=[O:36])[C:37]2[CH:42]=[CH:41][CH:40]=[CH:39][CH:38]=2)[C:14](=[O:15])[NH:13][C:11]2[S:12][C:8]([S:7][CH2:2][C:3]([OH:5])=[O:4])=[CH:9][N:10]=2)[CH2:26][CH2:27]1, predict the reactants needed to synthesize it. The reactants are: C[C:2]([S:7][C:8]1[S:12][C:11]([NH:13][C:14]([N:16]([C@H:25]2[CH2:30][CH2:29][C@H:28]([CH3:31])[CH2:27][CH2:26]2)[CH2:17][CH2:18]C2C=CC=CC=2)=[O:15])=[N:10][CH:9]=1)(C)[C:3]([OH:5])=[O:4].ClCC[C:35]([C:37]1[CH:42]=[CH:41][CH:40]=[CH:39][CH:38]=1)=[O:36].C(OC(=O)CSC1SC(N)=NC=1)C.